Dataset: Catalyst prediction with 721,799 reactions and 888 catalyst types from USPTO. Task: Predict which catalyst facilitates the given reaction. (1) Reactant: [OH:1][C:2]1[C:9]([CH3:10])=[CH:8][C:5]([CH:6]=[O:7])=[CH:4][C:3]=1[CH3:11].C(=O)([O-])[O-].[Cs+].[Cs+].Br[CH2:19][CH2:20][O:21][Si:22]([C:25]([CH3:28])([CH3:27])[CH3:26])([CH3:24])[CH3:23].O. Product: [C:25]([Si:22]([CH3:24])([CH3:23])[O:21][CH2:20][CH2:19][O:1][C:2]1[C:3]([CH3:11])=[CH:4][C:5]([CH:6]=[O:7])=[CH:8][C:9]=1[CH3:10])([CH3:28])([CH3:27])[CH3:26]. The catalyst class is: 3. (2) The catalyst class is: 49. Reactant: [CH3:1][O:2][C:3]1[CH:8]=[CH:7][C:6]([C:9]2[O:13][CH:12]=[N:11][C:10]=2[C:14]([O:16][CH2:17][CH3:18])=[O:15])=[CH:5][CH:4]=1.C[Si]([N-][Si](C)(C)C)(C)C.[Li+].[I:29]I.S([O-])([O-])(=O)=S.[Na+].[Na+]. Product: [I:29][C:12]1[O:13][C:9]([C:6]2[CH:5]=[CH:4][C:3]([O:2][CH3:1])=[CH:8][CH:7]=2)=[C:10]([C:14]([O:16][CH2:17][CH3:18])=[O:15])[N:11]=1. (3) Reactant: [OH-].[Na+].[SH:3][C:4]1[N:9]=[C:8]([OH:10])[CH:7]=[C:6]([OH:11])[N:5]=1.[CH2:12](Br)[C:13]1[CH:18]=[CH:17][CH:16]=[CH:15][CH:14]=1. Product: [CH2:12]([S:3][C:4]1[N:9]=[C:8]([OH:10])[CH:7]=[C:6]([OH:11])[N:5]=1)[C:13]1[CH:18]=[CH:17][CH:16]=[CH:15][CH:14]=1. The catalyst class is: 40. (4) The catalyst class is: 3. Product: [C:9]([Si:6]([CH3:8])([CH3:7])[O:23][CH:21]([C:18]1[CH:19]=[CH:20][C:15]([CH3:14])=[C:16]([N+:24]([O-:26])=[O:25])[CH:17]=1)[CH3:22])([CH3:12])([CH3:11])[CH3:10]. Reactant: N1C=CN=C1.[Si:6](Cl)([C:9]([CH3:12])([CH3:11])[CH3:10])([CH3:8])[CH3:7].[CH3:14][C:15]1[CH:20]=[CH:19][C:18]([CH:21]([OH:23])[CH3:22])=[CH:17][C:16]=1[N+:24]([O-:26])=[O:25]. (5) Reactant: [CH2:1]([N:3]([CH2:58][CH3:59])[C:4]1[CH:9]=[CH:8][C:7]([NH:10][C:11]([C:13]2[CH:14]=[C:15]([CH:36]=[CH:37][CH:38]=2)[C:16]([N:18]([CH2:20][CH2:21][N:22]2[CH2:28][CH2:27][CH2:26][N:25](C(OC(C)(C)C)=O)[CH2:24][CH2:23]2)[CH3:19])=[O:17])=[O:12])=[C:6]([C:39]2[CH:44]=[C:43]([C:45](=[O:57])[NH:46][C@@H:47]3[C:56]4[C:51](=[CH:52][CH:53]=[CH:54][CH:55]=4)[CH2:50][CH2:49][CH2:48]3)[CH:42]=[CH:41][N:40]=2)[CH:5]=1)[CH3:2].Cl. Product: [N:22]1([CH2:21][CH2:20][N:18]([CH3:19])[C:16](=[O:17])[C:15]2[CH:36]=[CH:37][CH:38]=[C:13]([C:11]([NH:10][C:7]3[CH:8]=[CH:9][C:4]([N:3]([CH2:1][CH3:2])[CH2:58][CH3:59])=[CH:5][C:6]=3[C:39]3[CH:44]=[C:43]([C:45](=[O:57])[NH:46][C@@H:47]4[C:56]5[C:51](=[CH:52][CH:53]=[CH:54][CH:55]=5)[CH2:50][CH2:49][CH2:48]4)[CH:42]=[CH:41][N:40]=3)=[O:12])[CH:14]=2)[CH2:28][CH2:27][CH2:26][NH:25][CH2:24][CH2:23]1. The catalyst class is: 12.